The task is: Predict the product of the given reaction.. This data is from Forward reaction prediction with 1.9M reactions from USPTO patents (1976-2016). (1) Given the reactants Br[CH2:2][C:3]1[S:11][C:10]2[C:9]([N:12]3[CH2:17][CH2:16][O:15][CH2:14][CH2:13]3)=[N:8][C:7]([Cl:18])=[N:6][C:5]=2[CH:4]=1.Cl.[C:20]([O:24][C:25]([N:27]1[CH2:32][CH2:31][NH:30][CH2:29][C@H:28]1[CH:33]([CH3:35])[CH3:34])=[O:26])([CH3:23])([CH3:22])[CH3:21].C(=O)([O-])[O-].[K+].[K+], predict the reaction product. The product is: [C:20]([O:24][C:25]([N:27]1[CH2:32][CH2:31][N:30]([CH2:2][C:3]2[S:11][C:10]3[C:9]([N:12]4[CH2:17][CH2:16][O:15][CH2:14][CH2:13]4)=[N:8][C:7]([Cl:18])=[N:6][C:5]=3[CH:4]=2)[CH2:29][C@H:28]1[CH:33]([CH3:35])[CH3:34])=[O:26])([CH3:23])([CH3:22])[CH3:21]. (2) Given the reactants [F:1][C:2]1[CH:7]=[CH:6][C:5]([C:8]2[NH:12][N:11]=[C:10]([C:13]([N:15]3[CH2:20][CH2:19][N:18]([C:21](OC(C)(C)C)=O)[CH2:17][CH2:16]3)=O)[C:9]=2[C:28]2[CH:33]=[CH:32][N:31]=[CH:30][CH:29]=2)=[CH:4][CH:3]=1.[OH-].[K+].CO.C(OCC)(=O)C.[NH4+].[OH-], predict the reaction product. The product is: [F:1][C:2]1[CH:3]=[CH:4][C:5]([C:8]2[NH:12][N:11]=[C:10]([CH2:13][N:15]3[CH2:16][CH2:17][N:18]([CH3:21])[CH2:19][CH2:20]3)[C:9]=2[C:28]2[CH:29]=[CH:30][N:31]=[CH:32][CH:33]=2)=[CH:6][CH:7]=1. (3) Given the reactants [CH3:1][O:2][C:3]1[CH:30]=[CH:29][C:6]([CH2:7][N:8]2[C:13]3[N:14]=[CH:15][C:16]([CH2:18][N:19]4[CH2:24][CH2:23][NH:22][CH2:21][CH2:20]4)=[CH:17][C:12]=3[C:11]3=[N:25][CH:26]=[N:27][N:10]3[C:9]2=[O:28])=[CH:5][CH:4]=1.C(N(CC)CC)C.[CH3:38][S:39](Cl)(=[O:41])=[O:40], predict the reaction product. The product is: [CH3:1][O:2][C:3]1[CH:4]=[CH:5][C:6]([CH2:7][N:8]2[C:13]3[N:14]=[CH:15][C:16]([CH2:18][N:19]4[CH2:24][CH2:23][N:22]([S:39]([CH3:38])(=[O:41])=[O:40])[CH2:21][CH2:20]4)=[CH:17][C:12]=3[C:11]3=[N:25][CH:26]=[N:27][N:10]3[C:9]2=[O:28])=[CH:29][CH:30]=1.